Dataset: Peptide-MHC class I binding affinity with 185,985 pairs from IEDB/IMGT. Task: Regression. Given a peptide amino acid sequence and an MHC pseudo amino acid sequence, predict their binding affinity value. This is MHC class I binding data. (1) The peptide sequence is RNYVPCHIR. The MHC is Mamu-B8301 with pseudo-sequence Mamu-B8301. The binding affinity (normalized) is 1.00. (2) The peptide sequence is VTGSYNLVDT. The MHC is HLA-A02:01 with pseudo-sequence HLA-A02:01. The binding affinity (normalized) is 0. (3) The peptide sequence is RRAIRGEKL. The MHC is Mamu-B08 with pseudo-sequence Mamu-B08. The binding affinity (normalized) is 0.758.